This data is from Catalyst prediction with 721,799 reactions and 888 catalyst types from USPTO. The task is: Predict which catalyst facilitates the given reaction. Reactant: [CH2:1]([O:3][C:4](=[O:28])[CH2:5][CH2:6][N:7]([C:21]([O:23][C:24]([CH3:27])([CH3:26])[CH3:25])=[O:22])[CH2:8][C:9]([N:11]1[C:19]2[C:14](=[CH:15][C:16]([OH:20])=[CH:17][CH:18]=2)[CH2:13][CH2:12]1)=[O:10])[CH3:2].Cl[CH2:30][C:31]1[CH:36]=[CH:35][C:34]([CH2:37][CH3:38])=[C:33]([C:39]([F:42])([F:41])[F:40])[CH:32]=1.C(=O)([O-])[O-].[K+].[K+]. Product: [CH2:1]([O:3][C:4](=[O:28])[CH2:5][CH2:6][N:7]([C:21]([O:23][C:24]([CH3:27])([CH3:26])[CH3:25])=[O:22])[CH2:8][C:9]([N:11]1[C:19]2[C:14](=[CH:15][C:16]([O:20][CH2:30][C:31]3[CH:36]=[CH:35][C:34]([CH2:37][CH3:38])=[C:33]([C:39]([F:40])([F:42])[F:41])[CH:32]=3)=[CH:17][CH:18]=2)[CH2:13][CH2:12]1)=[O:10])[CH3:2]. The catalyst class is: 3.